This data is from Reaction yield outcomes from USPTO patents with 853,638 reactions. The task is: Predict the reaction yield, written as a fraction of the theoretical maximum amount of product (1.0 means a 100% yield; for example, 0.34 means a 34% yield). (1) The reactants are [F:1][C:2]1[CH:7]=[CH:6][CH:5]=[CH:4][C:3]=1[C:8]1[CH:13]=[CH:12][N:11]([CH2:14][CH2:15][CH2:16][CH:17]=O)[C:10](=[O:19])[N:9]=1.[F:20][C:21]([F:35])([F:34])[C:22]1[CH:27]=[CH:26][C:25]([C@:28]23[CH2:33][C@H:32]2[CH2:31][NH:30][CH2:29]3)=[CH:24][CH:23]=1.CC(O)=O.[BH-](OC(C)=O)(OC(C)=O)OC(C)=O.[Na+].[Cl:54]CCCl. No catalyst specified. The product is [ClH:54].[F:1][C:2]1[CH:7]=[CH:6][CH:5]=[CH:4][C:3]=1[C:8]1[CH:13]=[CH:12][N:11]([CH2:14][CH2:15][CH2:16][CH2:17][N:30]2[CH2:31][C@H:32]3[C@:28]([C:25]4[CH:24]=[CH:23][C:22]([C:21]([F:20])([F:35])[F:34])=[CH:27][CH:26]=4)([CH2:33]3)[CH2:29]2)[C:10](=[O:19])[N:9]=1. The yield is 0.580. (2) The reactants are [Cl:1][C:2]1[CH:7]=[CH:6][C:5]([C:8](=[O:16])[CH2:9][C:10]2[CH:15]=[CH:14][N:13]=[CH:12][CH:11]=2)=[CH:4][CH:3]=1.CO[CH:19](OC)[N:20]([CH3:22])[CH3:21]. No catalyst specified. The product is [CH3:19][N:20]([CH3:22])[CH:21]=[C:9]([C:10]1[CH:15]=[CH:14][N:13]=[CH:12][CH:11]=1)[C:8]([C:5]1[CH:6]=[CH:7][C:2]([Cl:1])=[CH:3][CH:4]=1)=[O:16]. The yield is 0.930. (3) The reactants are [CH3:1][CH:2]([CH2:11][CH3:12])[CH2:3][CH:4]=[CH:5][C:6]([O:8][CH2:9][CH3:10])=[O:7].C1CCN2C(=NCCC2)CC1.[N+:24]([CH3:27])([O-:26])=[O:25]. The catalyst is C(#N)C. The product is [CH3:1][CH:2]([CH2:11][CH3:12])[CH2:3][CH:4]([CH2:27][N+:24]([O-:26])=[O:25])[CH2:5][C:6]([O:8][CH2:9][CH3:10])=[O:7]. The yield is 0.420. (4) The reactants are [Cl:1][C:2]1[CH:7]=[CH:6][C:5]([C:8]2[S:36][C:11]3[C:12](=[O:35])[N:13]([C:16]4[CH:21]=[CH:20][C:19]([O:22][Si](C(C)C)(C(C)C)C(C)C)=[C:18]([O:33][CH3:34])[CH:17]=4)[CH2:14][CH2:15][C:10]=3[CH:9]=2)=[CH:4][CH:3]=1.[F-].C([N+](CCCC)(CCCC)CCCC)CCC.Cl. The catalyst is C1COCC1. The product is [Cl:1][C:2]1[CH:3]=[CH:4][C:5]([C:8]2[S:36][C:11]3[C:12](=[O:35])[N:13]([C:16]4[CH:21]=[CH:20][C:19]([OH:22])=[C:18]([O:33][CH3:34])[CH:17]=4)[CH2:14][CH2:15][C:10]=3[CH:9]=2)=[CH:6][CH:7]=1. The yield is 0.710. (5) The reactants are [N:1]1([C:5]2[N:9]=[C:8]([CH:10]=[CH:11][C:12]3[N:22]=[C:15]4[N:16]=[C:17]([CH3:21])[CH:18]=[C:19]([CH3:20])[N:14]4[N:13]=3)[N:7]([CH3:23])[N:6]=2)[CH2:4][CH2:3][CH2:2]1. The catalyst is [Pd].CO. The product is [N:1]1([C:5]2[N:9]=[C:8]([CH2:10][CH2:11][C:12]3[N:22]=[C:15]4[N:16]=[C:17]([CH3:21])[CH:18]=[C:19]([CH3:20])[N:14]4[N:13]=3)[N:7]([CH3:23])[N:6]=2)[CH2:4][CH2:3][CH2:2]1. The yield is 0.947. (6) The reactants are [Br:1][C:2]1[CH:7]=[CH:6][C:5]([C@H:8]([NH2:10])[CH3:9])=[CH:4][CH:3]=1.[CH3:11][S:12](Cl)(=[O:14])=[O:13].N1C=CC=CC=1. The catalyst is C(Cl)Cl. The product is [Br:1][C:2]1[CH:7]=[CH:6][C:5]([CH:8]([NH:10][S:12]([CH3:11])(=[O:14])=[O:13])[CH3:9])=[CH:4][CH:3]=1. The yield is 0.580. (7) The reactants are [CH2:1]([O:8][NH:9][C@H:10]1[CH2:15][N:14]([C:16]([O:18][C:19]([CH3:22])([CH3:21])[CH3:20])=[O:17])[C@H:13]([C:23]([OH:25])=O)[CH2:12][CH2:11]1)[C:2]1[CH:7]=[CH:6][CH:5]=[CH:4][CH:3]=1.[O:26]1[CH2:30][CH2:29][NH:28][C:27]1=[S:31].Cl.C(N=C=NCCCN(C)C)C. The catalyst is ClCCl.CN(C)C1C=CN=CC=1.C(OCC)(=O)C. The product is [CH2:1]([O:8][NH:9][C@H:10]1[CH2:15][N:14]([C:16]([O:18][C:19]([CH3:20])([CH3:21])[CH3:22])=[O:17])[C@H:13]([C:23]([N:28]2[CH2:29][CH2:30][O:26][C:27]2=[S:31])=[O:25])[CH2:12][CH2:11]1)[C:2]1[CH:3]=[CH:4][CH:5]=[CH:6][CH:7]=1. The yield is 0.360.